Regression. Given a peptide amino acid sequence and an MHC pseudo amino acid sequence, predict their binding affinity value. This is MHC class II binding data. From a dataset of Peptide-MHC class II binding affinity with 134,281 pairs from IEDB. (1) The peptide sequence is TKETETEAPAAPAEG. The MHC is HLA-DQA10102-DQB10602 with pseudo-sequence HLA-DQA10102-DQB10602. The binding affinity (normalized) is 0.198. (2) The peptide sequence is FKAAVAAAANAPPAD. The MHC is DRB1_1501 with pseudo-sequence DRB1_1501. The binding affinity (normalized) is 0.316. (3) The peptide sequence is NCPNLSPREEPDDID. The MHC is HLA-DQA10501-DQB10402 with pseudo-sequence HLA-DQA10501-DQB10402. The binding affinity (normalized) is 0. (4) The peptide sequence is LDEVYNAAYNAADHA. The MHC is DRB4_0101 with pseudo-sequence DRB4_0103. The binding affinity (normalized) is 0. (5) The peptide sequence is KFQADSPKRLATAIA. The MHC is DRB1_0405 with pseudo-sequence DRB1_0405. The binding affinity (normalized) is 0. (6) The peptide sequence is VSTVVTATGLALSLLL. The binding affinity (normalized) is 0.872. The MHC is DRB1_1101 with pseudo-sequence DRB1_1101.